This data is from Forward reaction prediction with 1.9M reactions from USPTO patents (1976-2016). The task is: Predict the product of the given reaction. (1) The product is: [Cl:1][C:2]1[CH:3]=[CH:4][C:5]([C:37]#[N:38])=[C:6]([C:8]2[C:13]([O:14][CH3:15])=[CH:12][N:11]([CH:16]([CH2:34][CH3:35])[C:17]([NH:19][C:20]3[CH:28]=[C:27]4[C:23]([CH:24]=[C:25]([C:29]([OH:31])=[O:30])[NH:26]4)=[CH:22][CH:21]=3)=[O:18])[C:10](=[O:36])[CH:9]=2)[CH:7]=1. Given the reactants [Cl:1][C:2]1[CH:3]=[CH:4][C:5]([C:37]#[N:38])=[C:6]([C:8]2[C:13]([O:14][CH3:15])=[CH:12][N:11]([CH:16]([CH2:34][CH3:35])[C:17]([NH:19][C:20]3[CH:28]=[C:27]4[C:23]([CH:24]=[C:25]([C:29]([O:31]CC)=[O:30])[NH:26]4)=[CH:22][CH:21]=3)=[O:18])[C:10](=[O:36])[CH:9]=2)[CH:7]=1.[OH-].[Li+], predict the reaction product. (2) Given the reactants [N:1]1([C:18]([O:20][C:21]([CH3:24])([CH3:23])[CH3:22])=[O:19])[CH2:6][CH2:5][N:4]([C:7]([O:9][C:10]([CH3:13])([CH3:12])[CH3:11])=[O:8])[CH2:3][CH:2]1C(OC)=O.C[Mg]Br, predict the reaction product. The product is: [OH:9][C:10]([CH:2]1[CH2:3][N:4]([C:7]([O:9][C:10]([CH3:13])([CH3:11])[CH3:12])=[O:8])[CH2:5][CH2:6][N:1]1[C:18]([O:20][C:21]([CH3:23])([CH3:22])[CH3:24])=[O:19])([CH3:12])[CH3:11]. (3) Given the reactants Br[CH2:2][C:3]1[C:4]([N+:13]([O-:15])=[O:14])=[C:5]([CH:10]=[CH:11][CH:12]=1)[C:6]([O:8][CH3:9])=[O:7].C[N+]1([O-])CC[O:20]CC1, predict the reaction product. The product is: [CH:2]([C:3]1[C:4]([N+:13]([O-:15])=[O:14])=[C:5]([CH:10]=[CH:11][CH:12]=1)[C:6]([O:8][CH3:9])=[O:7])=[O:20]. (4) The product is: [CH2:13]([O:12][CH:11]([O:26][CH2:24][CH3:25])[C:2]1[CH:3]=[CH:4][C:5]2[C:10](=[CH:9][CH:8]=[CH:7][CH:6]=2)[N:1]=1)[CH3:14]. Given the reactants [N:1]1[C:10]2[C:5](=[CH:6][CH:7]=[CH:8][CH:9]=2)[CH:4]=[CH:3][C:2]=1[CH:11]=[O:12].[CH3:13][C:14]1C=CC(S(O)(=O)=O)=CC=1.[CH2:24]([OH:26])[CH3:25], predict the reaction product.